Predict the reaction yield, written as a fraction of the theoretical maximum amount of product (1.0 means a 100% yield; for example, 0.34 means a 34% yield). From a dataset of Reaction yield outcomes from USPTO patents with 853,638 reactions. (1) The reactants are C(OC(=O)[NH:10][CH2:11][CH2:12][CH2:13][CH2:14][CH2:15][C:16]([N:18]1[CH2:22][CH:21]([OH:23])[CH:20]([CH:24]([C:43]2[CH:48]=[CH:47][CH:46]=[CH:45][CH:44]=2)[O:25][CH:26]([C:35]2[CH:40]=[CH:39][C:38]([O:41][CH3:42])=[CH:37][CH:36]=2)[C:27]2[CH:32]=[CH:31][C:30]([O:33][CH3:34])=[CH:29][CH:28]=2)[CH2:19]1)=[O:17])C1C=CC=CC=1. The catalyst is CO. The product is [NH2:10][CH2:11][CH2:12][CH2:13][CH2:14][CH2:15][C:16]([N:18]1[CH2:22][CH:21]([OH:23])[CH:20]([CH:24]([C:43]2[CH:48]=[CH:47][CH:46]=[CH:45][CH:44]=2)[O:25][CH:26]([C:35]2[CH:40]=[CH:39][C:38]([O:41][CH3:42])=[CH:37][CH:36]=2)[C:27]2[CH:32]=[CH:31][C:30]([O:33][CH3:34])=[CH:29][CH:28]=2)[CH2:19]1)=[O:17]. The yield is 0.920. (2) The reactants are [C:1]([NH:4][NH:5][C:6]([C:8]1[N:13]=[C:12]([N:14]2[CH2:18][CH2:17][CH2:16][CH:15]2[C:19]2[O:23][N:22]=[C:21]([C:24]3[CH:29]=[CH:28][CH:27]=[CH:26][N:25]=3)[CH:20]=2)[N:11]=[C:10]([NH:30][CH:31]2[CH:35]=[C:34]([CH3:36])[NH:33][N:32]2C(=O)C)[CH:9]=1)=[O:7])(=[O:3])[CH3:2].[OH-].[Na+]. The catalyst is CO. The product is [C:1]([NH:4][NH:5][C:6]([C:8]1[N:13]=[C:12]([N:14]2[CH2:18][CH2:17][CH2:16][CH:15]2[C:19]2[O:23][N:22]=[C:21]([C:24]3[CH:29]=[CH:28][CH:27]=[CH:26][N:25]=3)[CH:20]=2)[N:11]=[C:10]([NH:30][C:31]2[CH:35]=[C:34]([CH3:36])[NH:33][N:32]=2)[CH:9]=1)=[O:7])(=[O:3])[CH3:2]. The yield is 0.960. (3) The product is [CH2:33]([CH:3]([CH2:1][CH3:2])[CH:4]([NH:15][C:16]1[CH:17]=[CH:18][C:19]([C:22]([N:24]([CH3:32])[CH2:25][CH2:26][C:27]([OH:29])=[O:28])=[O:23])=[CH:20][CH:21]=1)[C:5]1[S:6][C:7]2[CH:14]=[CH:13][CH:12]=[CH:11][C:8]=2[C:9]=1[CH3:10])[CH3:34]. The yield is 0.950. The reactants are [CH2:1]([CH:3]([CH2:33][CH3:34])[CH:4]([NH:15][C:16]1[CH:21]=[CH:20][C:19]([C:22]([N:24]([CH3:32])[CH2:25][CH2:26][C:27]([O:29]CC)=[O:28])=[O:23])=[CH:18][CH:17]=1)[C:5]1[S:6][C:7]2[CH:14]=[CH:13][CH:12]=[CH:11][C:8]=2[C:9]=1[CH3:10])[CH3:2].O1CCCC1.[OH-].[Na+]. The catalyst is C(O)C. (4) The reactants are [C:1]([O:5][C:6](=[O:25])[NH:7][C@H:8]([C:14]([N:16]1[CH2:20][C:19]([F:22])([F:21])[C:18]([F:24])([F:23])[CH2:17]1)=[O:15])[CH2:9][CH2:10][CH2:11][CH2:12][NH2:13])([CH3:4])([CH3:3])[CH3:2].Cl[C:27](Cl)([O:29]C(=O)OC(Cl)(Cl)Cl)Cl. The catalyst is ClCCl.C(=O)(O)[O-].[Na+].C(Cl)(Cl)Cl. The product is [C:1]([O:5][C:6](=[O:25])[NH:7][C@H:8]([C:14]([N:16]1[CH2:17][C:18]([F:23])([F:24])[C:19]([F:21])([F:22])[CH2:20]1)=[O:15])[CH2:9][CH2:10][CH2:11][CH2:12][N:13]=[C:27]=[O:29])([CH3:4])([CH3:2])[CH3:3]. The yield is 0.850. (5) The yield is 0.676. The reactants are [C:1](Cl)(=[O:3])[CH3:2].[C:5]([C:9]1[N:14]=[C:13]([N:15]2[CH2:20][CH2:19][N:18]([CH2:21][CH2:22][C@H:23]3[CH2:28][CH2:27][C@H:26]([NH2:29])[CH2:25][CH2:24]3)[CH2:17][CH2:16]2)[CH:12]=[C:11]([CH2:30][CH2:31][O:32][CH3:33])[N:10]=1)([CH3:8])([CH3:7])[CH3:6].C(N(CC)CC)C. The catalyst is C(Cl)Cl. The product is [C:5]([C:9]1[N:14]=[C:13]([N:15]2[CH2:20][CH2:19][N:18]([CH2:21][CH2:22][C@H:23]3[CH2:24][CH2:25][C@H:26]([NH:29][C:1](=[O:3])[CH3:2])[CH2:27][CH2:28]3)[CH2:17][CH2:16]2)[CH:12]=[C:11]([CH2:30][CH2:31][O:32][CH3:33])[N:10]=1)([CH3:8])([CH3:6])[CH3:7].